From a dataset of Forward reaction prediction with 1.9M reactions from USPTO patents (1976-2016). Predict the product of the given reaction. Given the reactants C([O:5][C:6]([C:8]1[N:12]([CH2:13][C:14]2[CH:23]=[CH:22][C:17]([C:18]([O:20][CH3:21])=[O:19])=[CH:16][N:15]=2)[N:11]=[C:10]([C:24]2[CH:29]=[CH:28][C:27]([Cl:30])=[C:26]([Cl:31])[CH:25]=2)[CH:9]=1)=[O:7])(C)(C)C.C(O)(C(F)(F)F)=O, predict the reaction product. The product is: [Cl:31][C:26]1[CH:25]=[C:24]([C:10]2[CH:9]=[C:8]([C:6]([OH:7])=[O:5])[N:12]([CH2:13][C:14]3[CH:23]=[CH:22][C:17]([C:18]([O:20][CH3:21])=[O:19])=[CH:16][N:15]=3)[N:11]=2)[CH:29]=[CH:28][C:27]=1[Cl:30].